Binary Classification. Given a miRNA mature sequence and a target amino acid sequence, predict their likelihood of interaction. From a dataset of Experimentally validated miRNA-target interactions with 360,000+ pairs, plus equal number of negative samples. (1) The miRNA is hsa-miR-3616-5p with sequence AUGAAGUGCACUCAUGAUAUGU. The protein sequence of the target gene is MWCLERLRLGPECLRRSGDWLLPGRARGAKSRTTAACANVLTPDRIPEFCIPPRLMPRLALAALRNSWVEEAGMDEGAGRTDWDPRSQAALSLPHLPRVRTAYGFCALLESPHTRRKESLLLGGPPAPRPRAHTYGGGGGPDALLGTLRVPRAPGPATPAAPGCPRPPQDALARRPRGCRLLRVPDGLLSRALRAGRSRRLTRVRSVSSGNEDKERRAGSQSPARAPSTSPPSSRVPFPERLEAEGTVALGRAGDALRLAAEYCPGTGRLRLRLLRAESPAGGAPGPRAVSCRLSLVLRP.... Result: 0 (no interaction). (2) The miRNA is cel-miR-354-3p with sequence ACCUUGUUUGUUGCUGCUCCU. The protein sequence of the target gene is MGILFTRIWRLFNHQEHKVIIVGLDNAGKTTILYQFSMNEVVHTSPTIGSNVEEIVINNTRFLMWDIGGQESLRSSWNTYYTNTEFVIVVVDSTDRERISVTREELYKMLAHEDLRKAGLLIFANKQDVKECMTVAEISQFLKLTSIKDHQWHIQACCALTGEGLCQGLEWMMSRLKIR. Result: 0 (no interaction).